Dataset: Experimentally validated miRNA-target interactions with 360,000+ pairs, plus equal number of negative samples. Task: Binary Classification. Given a miRNA mature sequence and a target amino acid sequence, predict their likelihood of interaction. (1) The miRNA is hsa-miR-330-3p with sequence GCAAAGCACACGGCCUGCAGAGA. The protein sequence of the target gene is MRMLLGIPYVDKSVLSNSVLERGKQDKSKLLLVDKCHYELDVEERKEDFVGGFGFGVVENSHKDVMVLPHHHYYPSYSSPSSSSLCYCSAGVSDPMFSVSSNQAYTSSHSGMFTPAGSGSAAVTVADPFFSLSSSGEMRRSMNEDAGAAFSEAQWHELERQRNIYKYMMASVPVPPELLTPFPKNHQSNTNPDVDTYRSGMFSIYADYKNLPLSMWMTVTVAVATGGSLQLGIASSASNNTADLEPWRCKRTDGKKWRCSRNVIPDQKYCERHTHKSRPRSRKHVESSHQSSHHNDIRTA.... Result: 0 (no interaction). (2) The miRNA is hsa-miR-550a-3-5p with sequence AGUGCCUGAGGGAGUAAGAG. The protein sequence of the target gene is MEDLSSPDSTLLQGGHNLLSSASFQEAVTFKDVIVDFTQEEWKQLDPGQRDLFRDVTLENYTHLVSIGLQVSKPDVISQLEQGTEPWIMEPSIPVGTCADWETRLENSVSAPEPDISEEELSPEVIVEKHKRDDSWSSNLLESWEYEGSLERQQANQQTLPKEIKVTEKTIPSWEKGPVNNEFGKSVNVSSNLVTQEPSPEETSTKRSIKQNSNPVKKEKSCKCNECGKAFSYCSALIRHQRTHTGEKPYKCNECEKAFSRSENLINHQRIHTGDKPYKCDQCGKGFIEGPSLTQHQRIH.... Result: 0 (no interaction). (3) The miRNA is mmu-miR-7017-5p with sequence AGAGGGUUGUGAGACUAGGGCUGU. The protein sequence of the target gene is MQPAIQVWFGEDLPLSPRSPLTPRHGPGLANVCQYDEWIAVRHEATLLPMQEDLSIWLSGLLGIKVKAEKLLEELDNGVLLCQLIDVLQNMVKTCNSEESGNFPMRKVPCKKDAASGSFFARDNTANFLHWCRDIGVDETYLFESEGLVLHKDPRQVYLCLLEIGRIVSRYGVEPPVLVKLEKEIELEETLLNTSGPEDSISIPKSCCRHEELHEAVKHIAEDPPCSCSHRFSIEYLSEGRYRLGDKILFIRMLHGKHVMVRVGGGWDTLQGFLLKYDPCRILQFATLEQKILAFQKGVS.... Result: 0 (no interaction). (4) The miRNA is hsa-miR-1302 with sequence UUGGGACAUACUUAUGCUAAA. The protein sequence of the target gene is MAQLQTRFYTDNKKYAVDDVPFSIPAASEIADLSNIINKLLKDKNEFHKHVEFDFLIKGQFLRMPLDKHMEMENISSEEVVEIEYVEKYTAPQPEQCMFHDDWISSIKGAEEWILTGSYDKTSRIWSLEGKSIMTIVGHTDVVKDVAWVKKDSLSCLLLSASMDQTILLWEWNVERNKVKALHCCRGHAGSVDSIAVDGSGTKFCSGSWDKMLKIWSTVPTDEEDEMEESTNRPRKKQKTEQLGLTRTPIVTLSGHMEAVSSVLWSDAEEICSASWDHTIRVWDVESGSLKSTLTGNKVF.... Result: 1 (interaction). (5) The miRNA is rno-miR-99a-5p with sequence AACCCGUAGAUCCGAUCUUGUG. The protein sequence of the target gene is MGLLVFVRNLLLALCLFLVLGFLYYSAWKLHLLQWEDSNSLLLSLDSAGQTLGTEYDRLGFLLKLDSKLPAELATKYANFSEGACKPGYASAMMTAIFPRFSKPAPMFLDDSFRKWARIREFVPPFGIKGQDNLIKAILSVTKEYRLTPALDSLHCRRCIIVGNGGVLANKSLGSRIDDYDIVIRLNSAPVKGFERDVGSKTTLRITYPEGAMQRPEQYERDSLFVLAGFKWQDFKWLKYIVYKERVSASDGFWKSVATRVPKEPPEIRILNPYFIQEAAFTLIGLPFNNGLMGRGNIPT.... Result: 0 (no interaction). (6) The miRNA is hsa-miR-6841-5p with sequence UAGGGUACUCAGAGCAAGUUGU. The protein sequence of the target gene is MHKLKSAQKDKVRQFMACTQASERTAIYCLTQNEWKLDEATDSFFQNPEAFHRESMKSSVDQKKLEQLYSRYKDPQDENKIGIDGIQQFCDDLSLDPASISVLVIAWKFRAATQCEFSKKEFVDGMTELGCDSTERLKALLPRLEQELKDPAKFKDLYQFTFTFAKNPGQKGLDLEMAVAYWKLVLSGRFKFLDLWNTFLLEHHKRSIPRDTWNLLLDFGNMIADDLSNYDEEGAWPVLIDDFVEYARPVVTGGRRSPF. Result: 0 (no interaction). (7) The miRNA is hsa-miR-665 with sequence ACCAGGAGGCUGAGGCCCCU. The protein sequence of the target gene is MKFLAVLLAAGMLAFLGAVICIIASVPLAASPARALPGGADNASVASGAAASPGPQRSLSALHGAGGSAGPPALPGAPAASAHPLPPGPLFSRFLCTPLAAACPSGAQQGDAAGAAPGEREELLLLQSTAEQLRQTALQQEARIRADQDTIRELTGKLGRCESGLPRGLQGAGPRRDTMADGPWDSPALILELEDAVRALRDRIDRLEQELPARVNLSAAPAPVSAVPTGLHSKMDQLEGQLLAQVLALEKERVALSHSSRRQRQEVEKELDVLQGRVAELEHGSSAYSPPDAFKISIPI.... Result: 1 (interaction). (8) The protein sequence of the target gene is MTDPFCVGGRRLPGSSKSGPGKDGSRKEVRLPMLHDPPKMGMPVVRGGQTVPGQAPLCFDPGSPASDKTEGKKKGRPKAENQALRDIPLSLMNDWKDEFKAHSRVKCPNSGCWLEFPSIYGLKYHYQRCQGGAISDRLAFPCPFCEAAFTSKTQLEKHRIWNHMDRPLPASKPGPISRPVTISRPVGVSKPIGVSKPVTIGKPVGVSKPIGISKPVSVGRPMPVTKAIPVTRPVPVTKPVTVSRPMPVTKAMPVTKPITVTKSVPVTKPVPVTKPITVTKLVTVTKPVPVTKPVTVSRPI.... The miRNA is hsa-miR-1277-5p with sequence AAAUAUAUAUAUAUAUGUACGUAU. Result: 1 (interaction). (9) The miRNA is hsa-miR-627-5p with sequence GUGAGUCUCUAAGAAAAGAGGA. The protein sequence of the target gene is MPEGPLVRKFHHLVSPFVGQQVVKTGGSSKKLQPASLQSLWLQDTQVHGKKLFLRFDLDEEMGPPGSSPTPEPPQKEVQKEGAADPKQVGEPSGQKTLDGSSRSAELVPQGEDDSEYLERDAPAGDAGRWLRVSFGLFGSVWVNDFSRAKKANKRGDWRDPSPRLVLHFGGGGFLAFYNCQLSWSSSPVVTPTCDILSEKFHRGQALEALGQAQPVCYTLLDQRYFSGLGNIIKNEALYRAGIHPLSLGSVLSASRREVLVDHVVEFSTAWLQGKFQGRPQHTQVYQKEQCPAGHQVMKE.... Result: 0 (no interaction). (10) The miRNA is hsa-miR-4757-3p with sequence CAUGACGUCACAGAGGCUUCGC. The protein sequence of the target gene is MELRARGWWLLCAAAALVACARGDPASKSRSCGEVRQIYGAKGFSLSDVPQAEISGEHLRICPQGYTCCTSEMEENLANRSHAELETALRDSSRVLQAMLATQLRSFDDHFQHLLNDSERTLQATFPGAFGELYTQNARAFRDLYSELRLYYRGANLHLEETLAEFWARLLERLFKQLHPQLLLPDDYLDCLGKQAEALRPFGEAPRELRLRATRAFVAARSFVQGLGVASDVVRKVAQVPLGPECSRAVMKLVYCAHCLGVPGARPCPDYCRNVLKGCLANQADLDAEWRNLLDSMVLI.... Result: 0 (no interaction).